From a dataset of Reaction yield outcomes from USPTO patents with 853,638 reactions. Predict the reaction yield, written as a fraction of the theoretical maximum amount of product (1.0 means a 100% yield; for example, 0.34 means a 34% yield). (1) The reactants are [CH:1]1([NH:6][NH2:7])[CH2:5][CH2:4][CH2:3][CH2:2]1.C[O-].[Na+].C(O[CH:14]=[C:15]([C:18]#[N:19])[C:16]#[N:17])C. The catalyst is C(O)C. The product is [NH2:19][C:18]1[N:6]([CH:1]2[CH2:5][CH2:4][CH2:3][CH2:2]2)[N:7]=[CH:14][C:15]=1[C:16]#[N:17]. The yield is 0.340. (2) The reactants are Cl.C1(C)C=CC(S(O)(=O)=O)=CC=1.C[O:14][CH:15]=[CH:16][C:17]1[C:18]([C:26]([OH:29])([CH3:28])[CH3:27])=[N:19][N:20]2[CH:25]=[CH:24][CH:23]=[CH:22][C:21]=12. No catalyst specified. The product is [CH3:27][C:26]1([CH3:28])[C:18]2[C:17](=[C:21]3[N:20]([N:19]=2)[CH:25]=[CH:24][CH:23]=[CH:22]3)[CH2:16][CH:15]([OH:14])[O:29]1. The yield is 0.600. (3) The reactants are [Si:1]([O:8][C@@H:9]([CH2:28][O:29][CH3:30])[CH2:10][O:11][C:12]1[CH:13]=[CH:14][C:15]([NH:18][C:19]2[C:20](=[O:27])[N:21]([CH3:26])[N:22]=[C:23](Cl)[CH:24]=2)=[N:16][CH:17]=1)([C:4]([CH3:7])([CH3:6])[CH3:5])([CH3:3])[CH3:2].C([O:34][CH2:35][C:36]1[C:41](B2OC(C)(C)C(C)(C)O2)=[CH:40][CH:39]=[CH:38][C:37]=1[N:51]1[N:60]=[CH:59][C:58]2[C:53](=[C:54]([F:65])[CH:55]=[C:56]([C:61]([CH3:64])([CH3:63])[CH3:62])[CH:57]=2)[C:52]1=[O:66])(=O)C.CC(C1C=C(C(C)C)C(C2C=CC=CC=2P(C2CCCCC2)C2CCCCC2)=C(C(C)C)C=1)C.[O-]P([O-])([O-])=O.[K+].[K+].[K+].[OH-].[Na+]. The catalyst is C(O)CCC.C1COCC1.C1C=CC(/C=C/C(/C=C/C2C=CC=CC=2)=O)=CC=1.C1C=CC(/C=C/C(/C=C/C2C=CC=CC=2)=O)=CC=1.[Pd].O. The product is [C:61]([C:56]1[CH:57]=[C:58]2[C:53](=[C:54]([F:65])[CH:55]=1)[C:52](=[O:66])[N:51]([C:37]1[CH:38]=[CH:39][CH:40]=[C:41]([C:23]3[CH:24]=[C:19]([NH:18][C:15]4[CH:14]=[CH:13][C:12]([O:11][CH2:10][C@@H:9]([O:8][Si:1]([C:4]([CH3:7])([CH3:6])[CH3:5])([CH3:3])[CH3:2])[CH2:28][O:29][CH3:30])=[CH:17][N:16]=4)[C:20](=[O:27])[N:21]([CH3:26])[N:22]=3)[C:36]=1[CH2:35][OH:34])[N:60]=[CH:59]2)([CH3:64])([CH3:62])[CH3:63]. The yield is 0.750. (4) The reactants are [Cl:1][C:2]1[N:3]=[C:4]([C:9]([NH:11][C@H:12]2[CH2:17][CH2:16][N:15]([C:18]3[S:19][C:20]([C:26]([O:28][CH2:29][CH3:30])=[O:27])=[C:21]([C:23](O)=[O:24])[N:22]=3)[CH2:14][C@H:13]2[O:31][CH2:32][CH3:33])=[O:10])[NH:5][C:6]=1[CH2:7][CH3:8].[CH3:34][O:35][CH2:36][CH:37]([NH2:39])[CH3:38].CCN=C=NCCCN(C)C.Cl.ON1C2C=CC=CC=2N=N1. No catalyst specified. The product is [Cl:1][C:2]1[N:3]=[C:4]([C:9]([NH:11][C@H:12]2[CH2:17][CH2:16][N:15]([C:18]3[S:19][C:20]([C:26]([O:28][CH2:29][CH3:30])=[O:27])=[C:21]([C:23](=[O:24])[NH:39][CH:37]([CH3:38])[CH2:36][O:35][CH3:34])[N:22]=3)[CH2:14][C@H:13]2[O:31][CH2:32][CH3:33])=[O:10])[NH:5][C:6]=1[CH2:7][CH3:8]. The yield is 0.800. (5) The reactants are [C:1]([O:5][C:6](=[O:27])[CH2:7][C@@H:8]([CH2:15]OS(C1C=CC(C)=CC=1)(=O)=O)[CH2:9][C@H:10]([CH3:14])[CH2:11][CH2:12][CH3:13])([CH3:4])([CH3:3])[CH3:2].[N-:28]=[N+:29]=[N-:30].[Na+]. The catalyst is CS(C)=O.O. The product is [C:1]([O:5][C:6](=[O:27])[CH2:7][C@@H:8]([CH2:15][N:28]=[N+:29]=[N-:30])[CH2:9][C@H:10]([CH3:14])[CH2:11][CH2:12][CH3:13])([CH3:4])([CH3:3])[CH3:2]. The yield is 0.790. (6) The reactants are [CH3:1][O:2][C:3]1[CH:4]=[C:5]2[C:11]3([C:19]4[C:14](=[CH:15][CH:16]=[CH:17][CH:18]=4)[NH:13][C:12]3=[O:20])[CH2:10][O:9][C:6]2=[CH:7][N:8]=1.C(=O)([O-])[O-].[Cs+].[Cs+].Br[CH2:28][CH:29]1[CH2:34][CH2:33][O:32][CH2:31][CH2:30]1. The catalyst is CC(=O)CC. The product is [CH3:1][O:2][C:3]1[CH:4]=[C:5]2[C:11]3([C:19]4[C:14](=[CH:15][CH:16]=[CH:17][CH:18]=4)[N:13]([CH2:28][CH:29]4[CH2:34][CH2:33][O:32][CH2:31][CH2:30]4)[C:12]3=[O:20])[CH2:10][O:9][C:6]2=[CH:7][N:8]=1. The yield is 0.890. (7) The reactants are [H-].[H-].[H-].[H-].[Li+].[Al+3].[Cl:7][C:8]1[C:9]([C:16]([O-])=[O:17])=[C:10]([CH2:14][CH3:15])[CH:11]=[N:12][CH:13]=1. The catalyst is C1COCC1. The product is [Cl:7][C:8]1[CH:13]=[N:12][CH:11]=[C:10]([CH2:14][CH3:15])[C:9]=1[CH2:16][OH:17]. The yield is 0.880. (8) The reactants are [OH:1][C:2]1[CH:9]=[CH:8][C:7]([Cl:10])=[CH:6][C:3]=1[CH:4]=O.[NH:11]1[CH2:16][CH2:15][CH2:14][CH2:13][CH2:12]1.[S:17]1[CH2:23][C:21](=[O:22])[NH:20][C:18]1=S. No catalyst specified. The product is [Cl:10][C:7]1[CH:8]=[CH:9][C:2]([OH:1])=[C:3](/[CH:4]=[C:23]2/[C:21](=[O:22])[N:20]=[C:18]([N:11]3[CH2:16][CH2:15][CH2:14][CH2:13][CH2:12]3)[S:17]/2)[CH:6]=1. The yield is 0.100. (9) The reactants are CS(O[CH2:6][CH2:7][N:8]1[CH:12]=[C:11]([C:13]2[CH:18]=[C:17]([C:19]([O:21]C)=[O:20])[CH:16]=[CH:15][N:14]=2)[N:10]=[CH:9]1)(=O)=O.[F:23][C:24]1[CH:25]=[C:26]2[C:30](=[CH:31][CH:32]=1)[NH:29][CH2:28][CH2:27]2. No catalyst specified. The product is [F:23][C:24]1[CH:25]=[C:26]2[C:30](=[CH:31][CH:32]=1)[N:29]([CH2:6][CH2:7][N:8]1[CH:12]=[C:11]([C:13]3[CH:18]=[C:17]([C:19]([OH:21])=[O:20])[CH:16]=[CH:15][N:14]=3)[N:10]=[CH:9]1)[CH2:28][CH2:27]2. The yield is 0.110. (10) The reactants are [Li+].C[Si]([N-][Si](C)(C)C)(C)C.[CH:11]1[C:20]2[C:15](=[CH:16][CH:17]=[CH:18][CH:19]=2)[CH:14]=[CH:13][CH:12]=1.[CH3:21][NH:22][CH3:23].[CH2:24]1C[O:27][CH2:26][CH2:25]1. The catalyst is CC(OC1C=CC=C(OC(C)C)C=1C1C(P(C2CCCCC2)C2CCCCC2)=CC=CC=1)C.CC(OC)(C)C.C1C=[C-]C(CCN)=CC=1.Cl[Pd+]. The product is [CH3:21][N:22]([CH3:23])[C:11]1[CH:12]=[CH:13][CH:14]=[C:15]2[C:20]=1[CH:19]=[C:18]1[C:26](=[O:27])[CH2:25][CH2:24][C:17]1=[CH:16]2. The yield is 0.770.